This data is from Catalyst prediction with 721,799 reactions and 888 catalyst types from USPTO. The task is: Predict which catalyst facilitates the given reaction. Reactant: C(N(CC)CC)C.Br[C:9]1[C:10]([F:16])=[C:11]([CH:13]=[CH:14][CH:15]=1)[NH2:12].[C:17]([O:21][C:22]([CH3:25])([CH3:24])[CH3:23])(=[O:20])[CH:18]=[CH2:19].C1(C)C=CC=CC=1P(C1C=CC=CC=1C)C1C=CC=CC=1C. Product: [NH2:12][C:11]1[C:10]([F:16])=[C:9](/[CH:19]=[CH:18]/[C:17]([O:21][C:22]([CH3:25])([CH3:24])[CH3:23])=[O:20])[CH:15]=[CH:14][CH:13]=1. The catalyst class is: 274.